This data is from Forward reaction prediction with 1.9M reactions from USPTO patents (1976-2016). The task is: Predict the product of the given reaction. (1) Given the reactants Br[C:2]1[CH:8]=[C:7]([Cl:9])[C:6]([O:10][CH3:11])=[CH:5][C:3]=1[NH2:4].[CH:12]1(B(O)O)[CH2:14][CH2:13]1.C1(P(C2CCCCC2)C2CCCCC2)CCCCC1.[O-]P([O-])([O-])=O.[K+].[K+].[K+], predict the reaction product. The product is: [Cl:9][C:7]1[C:6]([O:10][CH3:11])=[CH:5][C:3]([NH2:4])=[C:2]([CH:12]2[CH2:14][CH2:13]2)[CH:8]=1. (2) Given the reactants [O:1]1[CH:5]=[CH:4][CH:3]=[C:2]1[C:6]1[N:18](S(C2C=CC=CC=2)(=O)=O)[C:9]2=[N:10][CH:11]=[C:12]([S:14]([CH3:17])(=[O:16])=[O:15])[CH:13]=[C:8]2[CH:7]=1.[OH-].[K+].O, predict the reaction product. The product is: [O:1]1[CH:5]=[CH:4][CH:3]=[C:2]1[C:6]1[NH:18][C:9]2=[N:10][CH:11]=[C:12]([S:14]([CH3:17])(=[O:16])=[O:15])[CH:13]=[C:8]2[CH:7]=1. (3) Given the reactants [C:1]1([C:39]2[CH:44]=[CH:43][CH:42]=[CH:41][CH:40]=2)[CH:6]=[CH:5][CH:4]=[C:3]([C:7]2C(=O)[C:9]([C:26]3[CH:27]=[C:28]([C:32]4[CH:37]=[CH:36][CH:35]=[CH:34][CH:33]=4)[CH:29]=[CH:30][CH:31]=3)=[C:10]([C:19]3[CH:24]=[CH:23][C:22](Br)=[CH:21][CH:20]=3)[C:11]=2[C:12]2[CH:17]=[CH:16][C:15](Br)=[CH:14][CH:13]=2)[CH:2]=1.[Br:45][C:46]1[CH:51]=[CH:50][C:49]([C:52]#[C:53][C:54]2[CH:59]=[CH:58][C:57]([Br:60])=[CH:56][CH:55]=2)=[CH:48][CH:47]=1, predict the reaction product. The product is: [Br:45][C:46]1[CH:47]=[CH:48][C:49]([C:52]2[C:7]([C:3]3[CH:2]=[C:1]([C:39]4[CH:44]=[CH:43][CH:42]=[CH:41][CH:40]=4)[CH:6]=[CH:5][CH:4]=3)=[C:11]([C:12]3[CH:17]=[CH:16][CH:15]=[CH:14][CH:13]=3)[C:10]([C:19]3[CH:20]=[CH:21][CH:22]=[CH:23][CH:24]=3)=[C:9]([C:26]3[CH:27]=[C:28]([C:32]4[CH:37]=[CH:36][CH:35]=[CH:34][CH:33]=4)[CH:29]=[CH:30][CH:31]=3)[C:53]=2[C:54]2[CH:55]=[CH:56][C:57]([Br:60])=[CH:58][CH:59]=2)=[CH:50][CH:51]=1. (4) Given the reactants [N:1]1[CH:6]=[CH:5][CH:4]=[C:3]([OH:7])[CH:2]=1.Cl[C:9]1[N:16]=[CH:15][CH:14]=[CH:13][C:10]=1[C:11]#[N:12], predict the reaction product. The product is: [N:1]1[CH:6]=[CH:5][CH:4]=[C:3]([O:7][C:9]2[N:16]=[CH:15][CH:14]=[CH:13][C:10]=2[C:11]#[N:12])[CH:2]=1. (5) Given the reactants [CH3:1][C:2]1[CH:6]=[C:5]([CH3:7])[NH:4][N:3]=1.[Na].[H][H].Br[CH2:12][CH2:13][CH2:14][CH2:15][CH2:16][CH2:17][CH2:18][CH3:19], predict the reaction product. The product is: [CH2:12]([N:3]1[C:2]([CH3:1])=[CH:6][C:5]([CH3:7])=[N:4]1)[CH2:13][CH2:14][CH2:15][CH2:16][CH2:17][CH2:18][CH3:19].